Predict which catalyst facilitates the given reaction. From a dataset of Catalyst prediction with 721,799 reactions and 888 catalyst types from USPTO. (1) Reactant: [O:1]=[C:2]1[CH2:7][CH2:6][N:5]([C:8]2[CH:18]=[CH:17][C:11]([C:12]([O:14][CH2:15][CH3:16])=[O:13])=[CH:10][CH:9]=2)[CH2:4][CH2:3]1.CO[CH:21](OC)[N:22]([CH3:24])[CH3:23]. Product: [CH3:21][N:22](/[CH:24]=[C:7]1\[CH2:6][N:5]([C:8]2[CH:18]=[CH:17][C:11]([C:12]([O:14][CH2:15][CH3:16])=[O:13])=[CH:10][CH:9]=2)[CH2:4][CH2:3][C:2]\1=[O:1])[CH3:23]. The catalyst class is: 81. (2) Reactant: [Mg].Br[C:3]1[CH:8]=[CH:7][CH:6]=[C:5]([F:9])[CH:4]=1.[CH2:10]([N:17]1[CH2:22][CH2:21][C:20](=[O:23])[CH2:19][CH2:18]1)[C:11]1[CH:16]=[CH:15][CH:14]=[CH:13][CH:12]=1. Product: [CH2:10]([N:17]1[CH2:22][CH2:21][C:20]([C:3]2[CH:8]=[CH:7][CH:6]=[C:5]([F:9])[CH:4]=2)([OH:23])[CH2:19][CH2:18]1)[C:11]1[CH:12]=[CH:13][CH:14]=[CH:15][CH:16]=1. The catalyst class is: 1. (3) Reactant: [C:1]([O:5][C:6]([N:8]1[CH2:13][CH2:12][CH:11]([C:14]2[S:15][C:16]([CH2:20][OH:21])=[C:17]([CH3:19])[N:18]=2)[CH2:10][CH2:9]1)=[O:7])([CH3:4])([CH3:3])[CH3:2].[N:22]1([C:27]2[CH:32]=[CH:31][C:30](O)=[CH:29][CH:28]=2)[CH:26]=[N:25][N:24]=[N:23]1.C1(P(C2C=CC=CC=2)C2C=CC=CC=2)C=CC=CC=1. Product: [C:1]([O:5][C:6]([N:8]1[CH2:9][CH2:10][CH:11]([C:14]2[S:15][C:16]([CH2:20][O:21][C:30]3[CH:31]=[CH:32][C:27]([N:22]4[CH:26]=[N:25][N:24]=[N:23]4)=[CH:28][CH:29]=3)=[C:17]([CH3:19])[N:18]=2)[CH2:12][CH2:13]1)=[O:7])([CH3:4])([CH3:2])[CH3:3]. The catalyst class is: 1.